Task: Binary Classification. Given a miRNA mature sequence and a target amino acid sequence, predict their likelihood of interaction.. Dataset: Experimentally validated miRNA-target interactions with 360,000+ pairs, plus equal number of negative samples (1) The miRNA is cel-lsy-6-3p with sequence UUUUGUAUGAGACGCAUUUCGA. The protein sequence of the target gene is MLGKCIKKASSTVGQSIRYSSGDVRRVTLIPGDGIGPEISASVQKIFEAADAPIAWDPVDVTPVKGRDGVFRIPSRCIELMHANKVGLKGPLETPIGKGHRSLNLAVRKEFSLYANVRPCRSLEGHKTLYDNVDVVTIRENTEGEYSGIEHEIVPGVVQSIKLITETASRNVASFAFEYARQNGRKVVTAVHKANIMRQSDGLFLSICREQAALYPDIKFKEAYLDTVCLNMVQDPSQYDVLVMPNLYGDILSDLCAGLVGGLGVTPSGNIGKGAAVFESVHGTAPDIAGQDKANPTALL.... Result: 1 (interaction). (2) The miRNA is bta-miR-15a with sequence UAGCAGCACAUAAUGGUUUGU. The protein sequence of the target gene is MSARKGYLLPSPNYPTTMSCSESPAANSFLVDSLISSGRGEAGVGGGSAGGGGGGYYAHGGVYLPPASDLPYGLQSCGLFPALGSKRNEAPSPGGGGGGGSGGLGPGTHGYAPAPLDLWLDAPRSCRMEPPDGPPPPQPQPQQQQQQPPPPPPQPPQPQPQATSCSFAQNIKEESSYCLYDAADKCPKGSAAADLAPFPRGPPPDGCALGASSGVPVPGYFRLSQAYGTAKGFGSGGGGTQQLASPFPAQPPGRGFDPPPALASGSTEAAGKERVLDSTPPPTLVCTGGGGSQGDEEAHA.... Result: 0 (no interaction). (3) The miRNA is hsa-miR-6133 with sequence UGAGGGAGGAGGUUGGGUA. The protein sequence of the target gene is MSTERTSWTSLSTIQKIALGLGIPASATVAYILYRRYRESREERLTFVGEDDIEIEMRVPQEAVKLIIGRQGANIKQLRKQTGARIDVDTEDVGDERVLLISGFPVQVCKAKAAIHQILTENTPVSEQLSVPQRSVGRIIGRGGETIRSICKASGAKITCDKESEGTLLLSRLIKISGTQKEVAAAKHLILEKVSEDEELRKRIAHSAETRVPRKQPISVRREDMTEPGGAGEPALWKNTSSSMEPTAPLVTPPPKGGGDMAVVVSKEGSWEKPSDDSFQKSEAQAIPEMPMFEIPSPDF.... Result: 0 (no interaction). (4) The miRNA is dre-miR-142a-3p with sequence UGUAGUGUUUCCUACUUUAUGGA. The protein sequence of the target gene is MAGVSFSGHRLELLAAYEEVIREESAADWALYTYEDGSDDLKLAASGEGGLQELSGHFENQKVMYGFCSVKDSQAALPKYVLINWVGEDVPDARKCACASHVAKVAEFFQGVDVIVNASSVEDIDAGAIGQRLSNGLARLSSPVLHRLRLREDENAEPVGTTYQKTDAAVEMKRINREQFWEQAKKEEELRKEEERKKALDARLRFEQERMEQERQEQEERERRYREREQQIEEHRRKQQSLEAEEAKRRLKEQSIFGDQRDEEEESQMKKSESEVEEAAAIIAQRPDNPREFFRQQERV.... Result: 0 (no interaction).